This data is from Full USPTO retrosynthesis dataset with 1.9M reactions from patents (1976-2016). The task is: Predict the reactants needed to synthesize the given product. (1) The reactants are: [OH:1][C@H:2]1[CH2:6][CH2:5][N:4]([C:7]2[C:16]3[C:11](=[CH:12][CH:13]=[C:14]([C:17](O)=[O:18])[CH:15]=3)[N:10]=[C:9]([C:20]([F:23])([F:22])[F:21])[CH:8]=2)[CH2:3]1.F[P-](F)(F)(F)(F)F.C[N+](C)=C(N(C)C)ON1C2N=CC=CC=2N=N1.C(N(CC)C(C)C)(C)C.Cl.[NH2:58][C@@H:59]([C:61]1[C:66]([F:67])=[CH:65][C:64]([NH:68][S:69]([CH3:72])(=[O:71])=[O:70])=[C:63]([CH3:73])[CH:62]=1)[CH3:60].C([O-])(O)=O.[Na+]. Given the product [F:67][C:66]1[CH:65]=[C:64]([NH:68][S:69]([CH3:72])(=[O:71])=[O:70])[C:63]([CH3:73])=[CH:62][C:61]=1[C@H:59]([NH:58][C:17]([C:14]1[CH:15]=[C:16]2[C:11](=[CH:12][CH:13]=1)[N:10]=[C:9]([C:20]([F:23])([F:22])[F:21])[CH:8]=[C:7]2[N:4]1[CH2:5][CH2:6][C@H:2]([OH:1])[CH2:3]1)=[O:18])[CH3:60], predict the reactants needed to synthesize it. (2) Given the product [C:14]([Si:11]([CH3:13])([CH3:12])[N:8]1[C:5]2=[N:6][CH:7]=[C:2]([CH3:19])[CH:3]=[C:4]2[CH2:10][CH2:9]1)([CH3:17])([CH3:16])[CH3:15], predict the reactants needed to synthesize it. The reactants are: Br[C:2]1[CH:3]=[C:4]2[CH2:10][CH2:9][N:8]([Si:11]([C:14]([CH3:17])([CH3:16])[CH3:15])([CH3:13])[CH3:12])[C:5]2=[N:6][CH:7]=1.[Li][C:19](C)(C)C.CCCCC.CI. (3) Given the product [NH2:1][C:2]1[C:11]2[C:6](=[CH:7][CH:8]=[C:9]([C:12]([NH:14][C:15]3[CH:20]=[CH:19][C:18]([CH2:21][NH:22][C:30]([C:25]4[CH:26]=[CH:27][CH:28]=[CH:29][N:24]=4)=[O:31])=[CH:17][CH:16]=3)=[O:13])[CH:10]=2)[N:5]=[C:4]([CH3:23])[CH:3]=1, predict the reactants needed to synthesize it. The reactants are: [NH2:1][C:2]1[C:11]2[C:6](=[CH:7][CH:8]=[C:9]([C:12]([NH:14][C:15]3[CH:20]=[CH:19][C:18]([CH2:21][NH2:22])=[CH:17][CH:16]=3)=[O:13])[CH:10]=2)[N:5]=[C:4]([CH3:23])[CH:3]=1.[N:24]1[CH:29]=[CH:28][CH:27]=[CH:26][C:25]=1[C:30](O)=[O:31].C(N(CC)CC)C.C1CN([P+](Br)(N2CCCC2)N2CCCC2)CC1.F[P-](F)(F)(F)(F)F. (4) Given the product [C:21]([O:20][C:18]([NH:15][C@@H:10]1[CH2:11][CH2:12][CH2:13][CH2:14][C@H:9]1[O:8][CH2:1][C:2]1[CH:7]=[CH:6][CH:5]=[CH:4][CH:3]=1)=[O:19])([CH3:24])([CH3:23])[CH3:22], predict the reactants needed to synthesize it. The reactants are: [CH2:1]([O:8][C@@H:9]1[CH2:14][CH2:13][CH2:12][CH2:11][C@H:10]1[NH2:15])[C:2]1[CH:7]=[CH:6][CH:5]=[CH:4][CH:3]=1.[OH-].[Na+].[C:18](O[C:18]([O:20][C:21]([CH3:24])([CH3:23])[CH3:22])=[O:19])([O:20][C:21]([CH3:24])([CH3:23])[CH3:22])=[O:19].O. (5) Given the product [CH2:1]([O:3][C:4](=[O:23])[C:5]1[CH:10]=[CH:9][CH:8]=[C:7]([S:11][C:12]2[C:20]3[C:15](=[CH:16][C:17]([Cl:21])=[CH:18][CH:19]=3)[N:14]([C:25]3[CH:26]=[N:27][N:28]([C:30]4[CH:35]=[CH:34][C:33]([CH3:36])=[CH:32][CH:31]=4)[CH:29]=3)[C:13]=2[CH3:22])[CH:6]=1)[CH3:2], predict the reactants needed to synthesize it. The reactants are: [CH2:1]([O:3][C:4](=[O:23])[C:5]1[CH:10]=[CH:9][CH:8]=[C:7]([S:11][C:12]2[C:20]3[C:15](=[CH:16][C:17]([Cl:21])=[CH:18][CH:19]=3)[NH:14][C:13]=2[CH3:22])[CH:6]=1)[CH3:2].Br[C:25]1[CH:26]=[N:27][N:28]([C:30]2[CH:35]=[CH:34][C:33]([CH3:36])=[CH:32][CH:31]=2)[CH:29]=1. (6) Given the product [Cl:8][C:6]1[N:7]=[C:2]([N:19]2[CH2:20][CH2:21][N:16]([CH3:15])[CH2:17][CH2:18]2)[N:3]=[C:4]([N:9]2[CH2:14][CH2:13][O:12][CH2:11][CH2:10]2)[N:5]=1, predict the reactants needed to synthesize it. The reactants are: Cl[C:2]1[N:7]=[C:6]([Cl:8])[N:5]=[C:4]([N:9]2[CH2:14][CH2:13][O:12][CH2:11][CH2:10]2)[N:3]=1.[CH3:15][N:16]1[CH2:21][CH2:20][NH:19][CH2:18][CH2:17]1. (7) Given the product [CH3:4][C:2]([O:5][C:6]([N:8]1[CH2:13][CH2:12][CH:11]([C:14]2[N:15]=[CH:16][C:17]([C:20]([O:22][CH3:23])=[O:21])=[N:18][CH:19]=2)[CH2:10][CH2:9]1)=[O:7])([CH3:1])[CH3:3], predict the reactants needed to synthesize it. The reactants are: [CH3:1][C:2]([O:5][C:6]([N:8]1[CH2:13][CH:12]=[C:11]([C:14]2[N:15]=[CH:16][C:17]([C:20]([O:22][CH3:23])=[O:21])=[N:18][CH:19]=2)[CH2:10][CH2:9]1)=[O:7])([CH3:4])[CH3:3]. (8) Given the product [C:30]([O:22][C:16]1[C:15]([CH3:23])=[C:14]2[C:19]([C:20](=[O:21])[C:11]([C:5]3[CH:6]=[CH:7][C:8]([O:9][CH3:10])=[C:3]([O:2][CH3:1])[CH:4]=3)=[CH:12][O:13]2)=[CH:18][CH:17]=1)(=[O:32])[CH3:31], predict the reactants needed to synthesize it. The reactants are: [CH3:1][O:2][C:3]1[CH:4]=[C:5]([C:11]2[C:20](=[O:21])[C:19]3[C:14](=[C:15]([CH3:23])[C:16]([OH:22])=[CH:17][CH:18]=3)[O:13][CH:12]=2)[CH:6]=[CH:7][C:8]=1[O:9][CH3:10].N1C=CC=CC=1.[C:30](OC(=O)C)(=[O:32])[CH3:31].